This data is from Catalyst prediction with 721,799 reactions and 888 catalyst types from USPTO. The task is: Predict which catalyst facilitates the given reaction. (1) Reactant: [Br:1][C:2]1[CH:3]=[CH:4][C:5]([O:9][CH:10]([CH:14]([CH3:16])[CH3:15])[CH:11]([CH3:13])[CH3:12])=[C:6]([CH:8]=1)[NH2:7].[N:17]([C:20]1[CH:25]=[CH:24][C:23]([CH3:26])=[CH:22][CH:21]=1)=[C:18]=[O:19]. Product: [Br:1][C:2]1[CH:3]=[CH:4][C:5]([O:9][CH:10]([CH:14]([CH3:16])[CH3:15])[CH:11]([CH3:12])[CH3:13])=[C:6]([NH:7][C:18]([NH:17][C:20]2[CH:25]=[CH:24][C:23]([CH3:26])=[CH:22][CH:21]=2)=[O:19])[CH:8]=1. The catalyst class is: 1. (2) Reactant: Cl.[NH2:2][C:3]([NH2:5])=[NH:4].[H-].[Na+].Cl[C:9]1[C:18]2[C:13](=[CH:14][CH:15]=[C:16]([S:19]([NH:22][C:23]3([C:30]([O:32][CH3:33])=[O:31])[CH2:28][CH2:27][N:26]([CH3:29])[CH2:25][CH2:24]3)(=[O:21])=[O:20])[CH:17]=2)[C:12]([Cl:34])=[CH:11][N:10]=1.O. Product: [NH3:2].[Cl:34][C:12]1[C:13]2[C:18](=[CH:17][C:16]([S:19]([NH:22][C:23]3([C:30]([O:32][CH3:33])=[O:31])[CH2:24][CH2:25][N:26]([CH3:29])[CH2:27][CH2:28]3)(=[O:21])=[O:20])=[CH:15][CH:14]=2)[C:9]([NH:4][C:3]([NH2:5])=[NH:2])=[N:10][CH:11]=1. The catalyst class is: 16. (3) Reactant: [N+:1]([C:4]1[CH:9]=[C:8]([S:10]([C:12]([F:15])([F:14])[F:13])=[O:11])[CH:7]=[CH:6][C:5]=1[OH:16])([O-])=O. Product: [NH2:1][C:4]1[CH:9]=[C:8]([S:10]([C:12]([F:15])([F:13])[F:14])=[O:11])[CH:7]=[CH:6][C:5]=1[OH:16]. The catalyst class is: 349. (4) Reactant: [C:1]([O:5][C:6]([NH:8][CH:9]([C:13]1[CH:18]=[CH:17][CH:16]=[CH:15][C:14]=1[F:19])[C:10]([OH:12])=[O:11])=[O:7])([CH3:4])([CH3:3])[CH3:2].C(=NC1CCCCC1)=NC1CCCCC1.N1(O)C2C=CC=CC=2N=N1.[N:45]12[CH2:52][CH2:51][CH:48]([CH2:49][CH2:50]1)[C@@H:47](O)[CH2:46]2. Product: [C:1]([O:5][C:6]([NH:8][CH:9]([C:13]1[CH:18]=[CH:17][CH:16]=[CH:15][C:14]=1[F:19])[C:10]([O:12][C@@H:47]1[CH:48]2[CH2:51][CH2:52][N:45]([CH2:50][CH2:49]2)[CH2:46]1)=[O:11])=[O:7])([CH3:4])([CH3:2])[CH3:3]. The catalyst class is: 1. (5) Reactant: [CH2:1]([O:8][C:9]1[CH:14]=[CH:13][C:12]([C:15]2[N:20]=[CH:19][N:18]=[C:17]([NH:21][C@@H:22]([C:30]([O:32]C)=[O:31])[CH2:23][C:24]3[CH:29]=[CH:28][CH:27]=[CH:26][N:25]=3)[CH:16]=2)=[CH:11][CH:10]=1)[C:2]1[CH:7]=[CH:6][CH:5]=[CH:4][CH:3]=1.O.[OH-].[Li+].Cl. Product: [CH2:1]([O:8][C:9]1[CH:10]=[CH:11][C:12]([C:15]2[N:20]=[CH:19][N:18]=[C:17]([NH:21][C@@H:22]([C:30]([OH:32])=[O:31])[CH2:23][C:24]3[CH:29]=[CH:28][CH:27]=[CH:26][N:25]=3)[CH:16]=2)=[CH:13][CH:14]=1)[C:2]1[CH:3]=[CH:4][CH:5]=[CH:6][CH:7]=1. The catalyst class is: 364. (6) Reactant: [NH2:1][CH2:2][CH2:3][N:4]1[C:12]2[CH:11]=[CH:10][CH:9]=[CH:8][C:7]=2[C:6]2[CH2:13][CH2:14][N:15]([C:18]([O:20][C:21]([CH3:24])([CH3:23])[CH3:22])=[O:19])[CH2:16][CH2:17][C:5]1=2.C(N(C(C)C)CC)(C)C.[C:34]1([S:40](Cl)(=[O:42])=[O:41])[CH:39]=[CH:38][CH:37]=[CH:36][CH:35]=1.C(O)(=O)CC(CC(O)=O)(C(O)=O)O. Product: [C:34]1([S:40]([NH:1][CH2:2][CH2:3][N:4]2[C:12]3[CH:11]=[CH:10][CH:9]=[CH:8][C:7]=3[C:6]3[CH2:13][CH2:14][N:15]([C:18]([O:20][C:21]([CH3:24])([CH3:23])[CH3:22])=[O:19])[CH2:16][CH2:17][C:5]2=3)(=[O:42])=[O:41])[CH:39]=[CH:38][CH:37]=[CH:36][CH:35]=1. The catalyst class is: 1.